From a dataset of Catalyst prediction with 721,799 reactions and 888 catalyst types from USPTO. Predict which catalyst facilitates the given reaction. (1) The catalyst class is: 8. Product: [CH2:1]([O:3][C:4]1[CH:5]=[C:6]([CH:7]2[C:22]([C:23]3[CH:28]=[CH:27][CH:26]=[CH:25][CH:24]=3)=[C:21]([C:15]3[CH:20]=[CH:19][CH:18]=[CH:17][CH:16]=3)[NH:33][C:31](=[O:32])[NH:30]2)[CH:9]=[C:10]([S:13][CH3:14])[C:11]=1[OH:12])[CH3:2]. Reactant: [CH2:1]([O:3][C:4]1[CH:5]=[C:6]([CH:9]=[C:10]([S:13][CH3:14])[C:11]=1[OH:12])[CH:7]=O)[CH3:2].[C:15]1([C:21](=O)[CH2:22][C:23]2[CH:28]=[CH:27][CH:26]=[CH:25][CH:24]=2)[CH:20]=[CH:19][CH:18]=[CH:17][CH:16]=1.[NH2:30][C:31]([NH2:33])=[O:32].Cl. (2) Reactant: [F:1][C:2]1[CH:7]=[C:6]([O:8][C:9]2[CH:14]=[CH:13][N:12]=[C:11]([NH:15][CH3:16])[C:10]=2[N+:17]([O-])=O)[CH:5]=[CH:4][C:3]=1[NH:20][C:21](=[O:27])[O:22][C:23]([CH3:26])([CH3:25])[CH3:24]. Product: [NH2:17][C:10]1[C:11]([NH:15][CH3:16])=[N:12][CH:13]=[CH:14][C:9]=1[O:8][C:6]1[CH:5]=[CH:4][C:3]([NH:20][C:21](=[O:27])[O:22][C:23]([CH3:25])([CH3:26])[CH3:24])=[C:2]([F:1])[CH:7]=1. The catalyst class is: 29. (3) Reactant: [Li+].[OH-].C[O:4][C:5](=[O:26])[C:6]1[CH:11]=[CH:10][CH:9]=[C:8]([O:12][CH2:13][C:14]([C:16]23[CH2:25][CH:20]4[CH2:21][CH:22]([CH2:24][CH:18]([CH2:19]4)[CH2:17]2)[CH2:23]3)=[O:15])[CH:7]=1. Product: [C:16]12([C:14](=[O:15])[CH2:13][O:12][C:8]3[CH:7]=[C:6]([CH:11]=[CH:10][CH:9]=3)[C:5]([OH:26])=[O:4])[CH2:23][CH:22]3[CH2:21][CH:20]([CH2:19][CH:18]([CH2:24]3)[CH2:17]1)[CH2:25]2. The catalyst class is: 72. (4) The catalyst class is: 12. Reactant: [CH:1]1([CH2:6][C@@H:7]([C:16]([N:18]2[CH:22]([C:23]([NH:25][C:26]3[CH:31]=[CH:30][C:29]([F:32])=[CH:28][N:27]=3)=[O:24])[CH2:21][CH:20]=[N:19]2)=[O:17])[CH2:8][C:9]([O:11]C(C)(C)C)=[O:10])[CH2:5][CH2:4][CH2:3][CH2:2]1.Cl. Product: [CH:1]1([CH2:6][C@@H:7]([C:16]([N:18]2[CH:22]([C:23]([NH:25][C:26]3[CH:31]=[CH:30][C:29]([F:32])=[CH:28][N:27]=3)=[O:24])[CH2:21][CH:20]=[N:19]2)=[O:17])[CH2:8][C:9]([OH:11])=[O:10])[CH2:5][CH2:4][CH2:3][CH2:2]1. (5) The catalyst class is: 43. Reactant: [CH3:1][O:2][C:3]([C:5]1[CH2:9][C@@H:8]([CH3:10])[CH2:7][C:6]=1[C:11]1[CH:16]=[C:15]([O:17][CH2:18][O:19][CH3:20])[CH:14]=[CH:13][C:12]=1[O:21][CH2:22][O:23][CH3:24])=[O:4]. Product: [CH3:1][O:2][C:3]([CH:5]1[CH2:9][CH:8]([CH3:10])[CH2:7][CH:6]1[C:11]1[CH:16]=[C:15]([O:17][CH2:18][O:19][CH3:20])[CH:14]=[CH:13][C:12]=1[O:21][CH2:22][O:23][CH3:24])=[O:4]. (6) Reactant: [BH4-].[Na+].[C:3]([C:5]1[CH:6]=[C:7]([C:11](=[O:19])[C:12]([O:14][C:15]([CH3:18])([CH3:17])[CH3:16])=[O:13])[CH:8]=[CH:9][CH:10]=1)#[N:4]. The catalyst class is: 5. Product: [C:3]([C:5]1[CH:6]=[C:7]([CH:11]([OH:19])[C:12]([O:14][C:15]([CH3:17])([CH3:16])[CH3:18])=[O:13])[CH:8]=[CH:9][CH:10]=1)#[N:4]. (7) Reactant: [OH:1][C:2]1[CH:14]=[CH:13][C:5]2[C:6]([CH2:9][C:10]([OH:12])=[O:11])=[CH:7][O:8][C:4]=2[CH:3]=1.[C:15]1([C@H:21]([NH2:23])[CH3:22])[CH:20]=[CH:19][CH:18]=[CH:17][CH:16]=1.CO.C(OC(C)C)(C)C. Product: [C:15]1([C@H:21]([NH2:23])[CH3:22])[CH:20]=[CH:19][CH:18]=[CH:17][CH:16]=1.[OH:1][C:2]1[CH:14]=[CH:13][C:5]2[C@H:6]([CH2:9][C:10]([OH:12])=[O:11])[CH2:7][O:8][C:4]=2[CH:3]=1. The catalyst class is: 737. (8) The catalyst class is: 9. Product: [Cl:1][C:2]1[N:6]([CH3:13])[C:5]2[CH:7]=[CH:8][CH:9]=[CH:10][C:4]=2[N:3]=1. Reactant: [Cl:1][C:2]1[NH:3][C:4]2[CH:10]=[CH:9][CH:8]=[CH:7][C:5]=2[N:6]=1.[H-].[Na+].[CH3:13]I.O.